The task is: Regression. Given a peptide amino acid sequence and an MHC pseudo amino acid sequence, predict their binding affinity value. This is MHC class I binding data.. This data is from Peptide-MHC class I binding affinity with 185,985 pairs from IEDB/IMGT. (1) The peptide sequence is ERNPYENIL. The MHC is HLA-B15:09 with pseudo-sequence HLA-B15:09. The binding affinity (normalized) is 0.177. (2) The peptide sequence is ATSVLLSAY. The MHC is HLA-B15:01 with pseudo-sequence HLA-B15:01. The binding affinity (normalized) is 0.723. (3) The peptide sequence is RPKPDYSAM. The MHC is HLA-B27:05 with pseudo-sequence HLA-B27:05. The binding affinity (normalized) is 0.0847. (4) The peptide sequence is ASKSASVYY. The MHC is HLA-A24:02 with pseudo-sequence HLA-A24:02. The binding affinity (normalized) is 0.